Dataset: Experimental lipophilicity measurements (octanol/water distribution) for 4,200 compounds from AstraZeneca. Task: Regression/Classification. Given a drug SMILES string, predict its absorption, distribution, metabolism, or excretion properties. Task type varies by dataset: regression for continuous measurements (e.g., permeability, clearance, half-life) or binary classification for categorical outcomes (e.g., BBB penetration, CYP inhibition). For this dataset (lipophilicity_astrazeneca), we predict Y. (1) The compound is COc1ccnc(NC2CCN(C(=O)c3ccc(Cl)cc3)CC2)c1. The Y is 2.82 logD. (2) The molecule is N=C(N)NCCC[C@H](NC(=O)COCC(c1ccccc1)c1ccccc1)C(=O)O. The Y is 0.180 logD. (3) The molecule is CC1(C)CCC(NC(=O)[C@@H](N)CCC(=O)O)CC1. The Y is -0.270 logD. (4) The molecule is CC(C)(C)OC(=O)c1ncn2c1[C@@H]1CCCN1C(=O)c1c(Br)cccc1-2. The Y is 2.48 logD. (5) The molecule is Cc1ccc(C(=O)C(C)CN2CCCCC2)cc1. The Y is 1.65 logD. (6) The drug is CCN(CC)S(=O)(=O)c1ccc(NC(=O)C(C)(O)C(F)(F)F)cc1. The Y is 2.63 logD.